From a dataset of NCI-60 drug combinations with 297,098 pairs across 59 cell lines. Regression. Given two drug SMILES strings and cell line genomic features, predict the synergy score measuring deviation from expected non-interaction effect. Drug 1: CC12CCC3C(C1CCC2=O)CC(=C)C4=CC(=O)C=CC34C. Drug 2: CN(CCCl)CCCl.Cl. Cell line: 786-0. Synergy scores: CSS=40.6, Synergy_ZIP=-3.66, Synergy_Bliss=-3.25, Synergy_Loewe=-8.72, Synergy_HSA=-3.48.